From a dataset of Reaction yield outcomes from USPTO patents with 853,638 reactions. Predict the reaction yield, written as a fraction of the theoretical maximum amount of product (1.0 means a 100% yield; for example, 0.34 means a 34% yield). The yield is 0.730. The reactants are [O:1]1[C@H:3]2[C@:4]3([CH2:19][CH2:18][C@H:17]4[C@@H:8]([CH2:9][CH2:10][C:11]5[CH:12]=[C:13]([O:20][CH3:21])[CH:14]=[CH:15][C:16]=54)[C@@H:6]3[CH2:7][C@@H:2]12)[CH3:5].[N-:22]=[N+:23]=[N-:24].[Na+].CS(C)=O.C(O)(=O)C. The product is [N:22]([C@H:2]1[CH2:7][C@H:6]2[C@H:8]3[C@H:17]([CH2:18][CH2:19][C@:4]2([CH3:5])[C@@H:3]1[OH:1])[C:16]1[CH:15]=[CH:14][C:13]([O:20][CH3:21])=[CH:12][C:11]=1[CH2:10][CH2:9]3)=[N+:23]=[N-:24]. The catalyst is O.